Dataset: Full USPTO retrosynthesis dataset with 1.9M reactions from patents (1976-2016). Task: Predict the reactants needed to synthesize the given product. (1) Given the product [N+:24]([C:19]1[CH:20]=[N:21][CH:22]=[CH:23][C:18]=1[O:1][CH:2]1[CH2:3][CH2:4][N:5]([C:8]([O:10][C:11]([CH3:14])([CH3:13])[CH3:12])=[O:9])[CH2:6][CH2:7]1)([O-:26])=[O:25], predict the reactants needed to synthesize it. The reactants are: [OH:1][CH:2]1[CH2:7][CH2:6][N:5]([C:8]([O:10][C:11]([CH3:14])([CH3:13])[CH3:12])=[O:9])[CH2:4][CH2:3]1.[H-].[Na+].Cl[C:18]1[CH:23]=[CH:22][N:21]=[CH:20][C:19]=1[N+:24]([O-:26])=[O:25]. (2) Given the product [CH2:4]([N:3]([CH2:1][CH3:2])[C:20]([Cl:22])=[O:21])[C:5]1[CH:10]=[CH:9][CH:8]=[CH:7][CH:6]=1, predict the reactants needed to synthesize it. The reactants are: [CH2:1]([NH:3][CH2:4][C:5]1[CH:10]=[CH:9][CH:8]=[CH:7][CH:6]=1)[CH3:2].C(N(C(C)C)CC)(C)C.[C:20](Cl)([Cl:22])=[O:21]. (3) Given the product [CH3:1][C:2]1[NH:3][C:4]([NH:7][CH:9]([CH3:8])[CH2:10][CH3:11])=[N:5][N:6]=1, predict the reactants needed to synthesize it. The reactants are: [CH3:1][C:2]1[NH:3][C:4]([NH2:7])=[N:5][N:6]=1.[CH3:8][C:9](=O)[CH2:10][CH3:11].C([BH3-])#N.[Na+].O. (4) Given the product [CH3:1][O:2][C:3](=[O:15])[CH2:4][O:16][C:17]1[CH:18]=[CH:19][CH:20]=[C:21]2[C:25]=1[NH:24][CH:23]=[CH:22]2, predict the reactants needed to synthesize it. The reactants are: [CH3:1][O:2][C:3](=[O:15])[CH2:4]OC1C=CC=C2C=1C=CN2.[OH:16][C:17]1[CH:18]=[CH:19][CH:20]=[C:21]2[C:25]=1[NH:24][CH:23]=[CH:22]2. (5) Given the product [C:1]([C:5]1[N:9]([CH2:10][CH:11]2[CH2:16][CH2:15][C:14]([F:17])([F:18])[CH2:13][CH2:12]2)[C:8]2[CH:19]=[CH:20][C:21]([S:23]([N:26]3[CH2:31][CH2:30][O:29][C@@H:28]([C:32]([NH:38][CH3:35])=[O:34])[CH2:27]3)(=[O:24])=[O:25])=[CH:22][C:7]=2[N:6]=1)([CH3:4])([CH3:3])[CH3:2], predict the reactants needed to synthesize it. The reactants are: [C:1]([C:5]1[N:9]([CH2:10][CH:11]2[CH2:16][CH2:15][C:14]([F:18])([F:17])[CH2:13][CH2:12]2)[C:8]2[CH:19]=[CH:20][C:21]([S:23]([N:26]3[CH2:31][CH2:30][O:29][CH:28]([C:32]([OH:34])=O)[CH2:27]3)(=[O:25])=[O:24])=[CH:22][C:7]=2[N:6]=1)([CH3:4])([CH3:3])[CH3:2].[CH:35]([N:38](CC)C(C)C)(C)C.CN.CN(C(ON1N=NC2C=CC=NC1=2)=[N+](C)C)C.F[P-](F)(F)(F)(F)F. (6) Given the product [CH2:6]([C@H:13]1[CH2:17][O:16][C:15](=[O:18])[N:14]1[C:24]([CH:20]1[CH2:21][CH2:22][CH2:23][O:19]1)=[O:25])[C:7]1[CH:8]=[CH:9][CH:10]=[CH:11][CH:12]=1, predict the reactants needed to synthesize it. The reactants are: C([Li])CCC.[CH2:6]([C@H:13]1[CH2:17][O:16][C:15](=[O:18])[NH:14]1)[C:7]1[CH:12]=[CH:11][CH:10]=[CH:9][CH:8]=1.[O:19]1[CH2:23][CH2:22][CH2:21][CH:20]1[C:24](Cl)=[O:25]. (7) The reactants are: [OH:1][C:2]1[CH:7]=[CH:6][C:5]([N+:8]([O-:10])=[O:9])=[CH:4][C:3]=1[C:11](=[O:15])[CH2:12][CH2:13][CH3:14].[H-].[Na+].Br[CH:19]([C:26]1[CH:31]=[CH:30][CH:29]=[CH:28][CH:27]=1)[C:20]1[CH:25]=[CH:24][CH:23]=[CH:22][CH:21]=1. Given the product [CH:19]([O:1][C:2]1[CH:7]=[CH:6][C:5]([N+:8]([O-:10])=[O:9])=[CH:4][C:3]=1[C:11](=[O:15])[CH2:12][CH2:13][CH3:14])([C:20]1[CH:25]=[CH:24][CH:23]=[CH:22][CH:21]=1)[C:26]1[CH:31]=[CH:30][CH:29]=[CH:28][CH:27]=1, predict the reactants needed to synthesize it. (8) Given the product [Cl:22][C:19]1[CH:20]=[CH:21][C:16]([C:2]#[C:1][C:3]2[C:4]([C:9]3[CH:14]=[CH:13][CH:12]=[CH:11][CH:10]=3)=[N:5][O:6][C:7]=2[CH3:8])=[N:17][CH:18]=1, predict the reactants needed to synthesize it. The reactants are: [C:1]([C:3]1[C:4]([C:9]2[CH:14]=[CH:13][CH:12]=[CH:11][CH:10]=2)=[N:5][O:6][C:7]=1[CH3:8])#[CH:2].Br[C:16]1[CH:21]=[CH:20][C:19]([Cl:22])=[CH:18][N:17]=1. (9) Given the product [CH3:1][C:2]1[C:3](=[O:13])[NH:4][C:5](=[O:12])[N:6]([CH2:8][C:9]([NH:21][C:17]2[CH:16]=[C:15]([CH3:14])[CH:20]=[CH:19][N:18]=2)=[O:11])[CH:7]=1, predict the reactants needed to synthesize it. The reactants are: [CH3:1][C:2]1[C:3](=[O:13])[NH:4][C:5](=[O:12])[N:6]([CH2:8][C:9]([OH:11])=O)[CH:7]=1.[CH3:14][C:15]1[CH:20]=[CH:19][N:18]=[C:17]([NH2:21])[CH:16]=1.CN(C(ON1N=NC2C=CC=CC1=2)=[N+](C)C)C.F[P-](F)(F)(F)(F)F.CCN(CC)CC. (10) Given the product [CH3:20][O:21][C:22](=[O:29])[C@H:23]([C@H:25]([CH2:27][CH3:28])[CH3:26])[NH:24][C:16](=[O:18])[C@H:14]([CH3:15])[NH:13][C:11](=[O:12])[CH2:10][C:6]1[CH:7]=[CH:8][CH:9]=[C:4]([N+:1]([O-:3])=[O:2])[CH:5]=1, predict the reactants needed to synthesize it. The reactants are: [N+:1]([C:4]1[CH:5]=[C:6]([CH2:10][C:11]([NH:13][C@H:14]([C:16]([OH:18])=O)[CH3:15])=[O:12])[CH:7]=[CH:8][CH:9]=1)([O-:3])=[O:2].Cl.[CH3:20][O:21][C:22](=[O:29])[C@H:23]([C@H:25]([CH2:27][CH3:28])[CH3:26])[NH2:24].